From a dataset of Forward reaction prediction with 1.9M reactions from USPTO patents (1976-2016). Predict the product of the given reaction. (1) Given the reactants [NH2:1][CH2:2][CH:3]1[CH2:8][CH2:7][N:6](CC2C=CC=CC=2)[CH2:5][CH2:4]1.[C:16]([O:20][C:21](O[C:21]([O:20][C:16]([CH3:19])([CH3:18])[CH3:17])=[O:22])=[O:22])([CH3:19])([CH3:18])[CH3:17].C(=O)([O-])[O-].[K+].[K+], predict the reaction product. The product is: [C:16]([O:20][C:21](=[O:22])[NH:1][CH2:2][CH:3]1[CH2:4][CH2:5][NH:6][CH2:7][CH2:8]1)([CH3:19])([CH3:18])[CH3:17]. (2) The product is: [CH2:20]([C:15]1[N:16]=[C:17]([NH2:19])[C:18]2[NH:10][CH:11]=[C:12]([CH2:24][CH2:25][CH2:26][CH2:27][CH2:28][N:29]3[CH2:30][CH2:31][CH2:32][CH2:33][CH2:34]3)[C:13]=2[N:14]=1)[CH2:21][CH2:22][CH3:23]. Given the reactants C(OC[N:10]1[C:18]2[C:17]([NH2:19])=[N:16][C:15]([CH2:20][CH2:21][CH2:22][CH3:23])=[N:14][C:13]=2[C:12]([C:24]#[C:25][CH2:26][CH2:27][CH2:28][N:29]2[CH2:34][CH2:33][CH2:32][CH2:31][CH2:30]2)=[CH:11]1)C1C=CC=CC=1.[H][H], predict the reaction product. (3) Given the reactants Br[C:2]1[C:3]([N:38]2[CH2:43][CH2:42][O:41][CH2:40][CH2:39]2)=[N:4][C:5]2[N:6]([N:25]=[CH:26][C:27]=2[C:28]2[CH:29]=[N:30][C:31]3[C:36]([CH:37]=2)=[CH:35][CH:34]=[CH:33][CH:32]=3)[C:7]=1[N:8]([CH2:17][O:18][CH2:19][CH2:20][Si:21]([CH3:24])([CH3:23])[CH3:22])[CH2:9][O:10][CH2:11][CH2:12][Si:13]([CH3:16])([CH3:15])[CH3:14].[Sn]([C:57]#[N:58])(CCCC)(CCCC)CCCC, predict the reaction product. The product is: [CH3:14][Si:13]([CH3:16])([CH3:15])[CH2:12][CH2:11][O:10][CH2:9][N:8]([CH2:17][O:18][CH2:19][CH2:20][Si:21]([CH3:24])([CH3:23])[CH3:22])[C:7]1[N:6]2[N:25]=[CH:26][C:27]([C:28]3[CH:29]=[N:30][C:31]4[C:36]([CH:37]=3)=[CH:35][CH:34]=[CH:33][CH:32]=4)=[C:5]2[N:4]=[C:3]([N:38]2[CH2:43][CH2:42][O:41][CH2:40][CH2:39]2)[C:2]=1[C:57]#[N:58].